This data is from Full USPTO retrosynthesis dataset with 1.9M reactions from patents (1976-2016). The task is: Predict the reactants needed to synthesize the given product. (1) Given the product [CH2:7]([C:9]1([CH2:14][CH2:15][OH:16])[O:13][CH2:12][CH2:11][O:10]1)[CH3:8], predict the reactants needed to synthesize it. The reactants are: [H-].[Al+3].[Li+].[H-].[H-].[H-].[CH2:7]([C:9]1([CH2:14][C:15](OCC)=[O:16])[O:13][CH2:12][CH2:11][O:10]1)[CH3:8].[OH-].[Na+].S([O-])([O-])(=O)=O.[Mg+2]. (2) Given the product [Cl:25][C:26]1[C:31]([Cl:32])=[CH:30][C:29]([Cl:33])=[CH:28][C:27]=1[C:5]1[C:4]([C:3]([OH:24])=[O:2])=[CH:9][C:8]([C:10]2[S:11][CH:12]=[C:13]([C:15]3[CH:20]=[CH:19][C:18]([Cl:21])=[C:17]([Cl:22])[CH:16]=3)[N:14]=2)=[CH:7][CH:6]=1, predict the reactants needed to synthesize it. The reactants are: C[O:2][C:3](=[O:24])[C:4]1[CH:9]=[C:8]([C:10]2[S:11][CH:12]=[C:13]([C:15]3[CH:20]=[CH:19][C:18]([Cl:21])=[C:17]([Cl:22])[CH:16]=3)[N:14]=2)[CH:7]=[CH:6][C:5]=1Br.[Cl:25][C:26]1[C:31]([Cl:32])=[CH:30][C:29]([Cl:33])=[CH:28][C:27]=1B(O)O. (3) The reactants are: [Cl:1]N1C(=O)N(Cl)C(=O)N(Cl)C1=O.[CH3:13][C:14]1[N:15]=[C:16]([CH3:21])[C:17]([CH3:20])=[N:18][CH:19]=1. Given the product [Cl:1][CH2:13][C:14]1[N:15]=[C:16]([CH3:21])[C:17]([CH3:20])=[N:18][CH:19]=1, predict the reactants needed to synthesize it.